Dataset: Catalyst prediction with 721,799 reactions and 888 catalyst types from USPTO. Task: Predict which catalyst facilitates the given reaction. (1) Reactant: [CH3:1][C:2]1[CH:9]=[CH:8][C:5]([CH:6]=[O:7])=[CH:4][CH:3]=1.[Al+3].[Cl-].[Cl-].[Cl-].[Br:14]Br. Product: [Br:14][C:3]1[CH:4]=[C:5]([CH:8]=[CH:9][C:2]=1[CH3:1])[CH:6]=[O:7]. The catalyst class is: 2. (2) Reactant: C(OC([N:8]1[CH2:11][CH:10]([N:12]2[CH2:16][CH2:15][C@H:14]([OH:17])[CH2:13]2)[CH2:9]1)=O)(C)(C)C.C(O)(C(F)(F)F)=O. Product: [NH:8]1[CH2:11][CH:10]([N:12]2[CH2:16][CH2:15][C@H:14]([OH:17])[CH2:13]2)[CH2:9]1. The catalyst class is: 2.